From a dataset of NCI-60 drug combinations with 297,098 pairs across 59 cell lines. Regression. Given two drug SMILES strings and cell line genomic features, predict the synergy score measuring deviation from expected non-interaction effect. Synergy scores: CSS=14.6, Synergy_ZIP=-3.10, Synergy_Bliss=3.49, Synergy_Loewe=-8.33, Synergy_HSA=-1.86. Drug 2: C1=NNC2=C1C(=O)NC=N2. Drug 1: C1=CN(C(=O)N=C1N)C2C(C(C(O2)CO)O)O.Cl. Cell line: NCI-H226.